From a dataset of Forward reaction prediction with 1.9M reactions from USPTO patents (1976-2016). Predict the product of the given reaction. (1) Given the reactants [C:1]([C:3]1[C:4]([C:25]([O:27]C)=[O:26])=[N:5][C:6]([C:19]2[CH:24]=[CH:23][CH:22]=[CH:21][CH:20]=2)=[C:7]([C:9]2[CH:14]=[CH:13][C:12](=[O:15])[N:11]([CH:16]([CH3:18])[CH3:17])[N:10]=2)[CH:8]=1)#[N:2].[OH-].[Na+].Cl, predict the reaction product. The product is: [C:1]([C:3]1[C:4]([C:25]([OH:27])=[O:26])=[N:5][C:6]([C:19]2[CH:24]=[CH:23][CH:22]=[CH:21][CH:20]=2)=[C:7]([C:9]2[CH:14]=[CH:13][C:12](=[O:15])[N:11]([CH:16]([CH3:18])[CH3:17])[N:10]=2)[CH:8]=1)#[N:2]. (2) Given the reactants [OH-].[Na+].C[O:4][C:5]([C:7]1[C:16]([O:17][CH3:18])=[CH:15][C:14]2[C:9](=[CH:10][C:11]([Br:19])=[CH:12][CH:13]=2)[CH:8]=1)=[O:6], predict the reaction product. The product is: [Br:19][C:11]1[CH:10]=[C:9]2[C:14]([CH:15]=[C:16]([O:17][CH3:18])[C:7]([C:5]([OH:6])=[O:4])=[CH:8]2)=[CH:13][CH:12]=1. (3) Given the reactants Cl.[NH2:2][CH2:3][CH2:4][C:5]1[CH:12]=[CH:11][C:9]([OH:10])=[C:7]([OH:8])[CH:6]=1.[CH2:13]([O:15][C:16]([C:18]1([C:25]([O:27][CH2:28][CH3:29])=[O:26])[CH2:23][CH2:22][C:21](=O)[CH2:20][CH2:19]1)=[O:17])[CH3:14].C(N(CC)CC)C, predict the reaction product. The product is: [OH:8][C:7]1[CH:6]=[C:5]2[C:12](=[CH:11][C:9]=1[OH:10])[C:21]1([CH2:20][CH2:19][C:18]([C:16]([O:15][CH2:13][CH3:14])=[O:17])([C:25]([O:27][CH2:28][CH3:29])=[O:26])[CH2:23][CH2:22]1)[NH:2][CH2:3][CH2:4]2.